From a dataset of Catalyst prediction with 721,799 reactions and 888 catalyst types from USPTO. Predict which catalyst facilitates the given reaction. (1) Reactant: S(Cl)(Cl)(=O)=O.C(SSC(C)C)(C)C.[CH:14]([S:17]Cl)([CH3:16])[CH3:15].[C:19]1([NH:29][C:30]2[CH:35]=[CH:34][C:33]([CH2:36][C@H:37]([NH:43][C:44]3[C:47]4([CH2:52][CH2:51][O:50][CH2:49][CH2:48]4)[C:46](=[O:53])[CH:45]=3)[C:38]([O:40][CH2:41][CH3:42])=[O:39])=[CH:32][CH:31]=2)[C:28]2[C:23](=[CH:24][CH:25]=[N:26][CH:27]=2)[CH:22]=[CH:21][N:20]=1. Product: [CH:14]([S:17][C:45]1[C:46](=[O:53])[C:47]2([CH2:52][CH2:51][O:50][CH2:49][CH2:48]2)[C:44]=1[NH:43][C@@H:37]([CH2:36][C:33]1[CH:32]=[CH:31][C:30]([NH:29][C:19]2[C:28]3[C:23](=[CH:24][CH:25]=[N:26][CH:27]=3)[CH:22]=[CH:21][N:20]=2)=[CH:35][CH:34]=1)[C:38]([O:40][CH2:41][CH3:42])=[O:39])([CH3:16])[CH3:15]. The catalyst class is: 7. (2) Reactant: C(OC([NH:8][CH2:9][C:10]1[CH:11]=[C:12]([C:16]2[CH:21]=[C:20]([C:22]#[N:23])[CH:19]=[C:18]([O:24][C:25]3[N:30]=[C:29]([C:31]4[CH:39]=[CH:38][CH:37]=[CH:36][C:32]=4[C:33]([OH:35])=[O:34])[C:28]([F:40])=[CH:27][C:26]=3[F:41])[CH:17]=2)[CH:13]=[CH:14][CH:15]=1)=O)(C)(C)C.C(O)(C(F)(F)F)=O. Product: [NH2:8][CH2:9][C:10]1[CH:11]=[C:12]([C:16]2[CH:21]=[C:20]([C:22]#[N:23])[CH:19]=[C:18]([O:24][C:25]3[N:30]=[C:29]([C:31]4[CH:39]=[CH:38][CH:37]=[CH:36][C:32]=4[C:33]([OH:35])=[O:34])[C:28]([F:40])=[CH:27][C:26]=3[F:41])[CH:17]=2)[CH:13]=[CH:14][CH:15]=1. The catalyst class is: 2.